Dataset: Forward reaction prediction with 1.9M reactions from USPTO patents (1976-2016). Task: Predict the product of the given reaction. (1) Given the reactants [CH:1](=O)[C:2]1[CH:7]=[CH:6][CH:5]=[CH:4][CH:3]=1.C([SiH](CC)CC)C.[NH2:16][C:17]1[C:21]2[CH:22]=[C:23]([CH2:35][OH:36])[C:24]([N:27]3[CH2:32][C@H:31]([CH3:33])[O:30][C@H:29]([CH3:34])[CH2:28]3)=[C:25]([F:26])[C:20]=2[O:19][N:18]=1, predict the reaction product. The product is: [CH2:1]([NH:16][C:17]1[C:21]2[CH:22]=[C:23]([CH2:35][OH:36])[C:24]([N:27]3[CH2:32][C@H:31]([CH3:33])[O:30][C@H:29]([CH3:34])[CH2:28]3)=[C:25]([F:26])[C:20]=2[O:19][N:18]=1)[C:2]1[CH:7]=[CH:6][CH:5]=[CH:4][CH:3]=1. (2) The product is: [CH2:3]([NH:4][CH:5]1[C:13]2[C:8](=[CH:9][CH:10]=[CH:11][CH:12]=2)[CH2:7][CH2:6]1)[C:2]#[CH:1]. Given the reactants [CH:1]#[C:2][CH2:3][NH:4][C@H:5]1[C:13]2[C:8](=[CH:9][CH:10]=[CH:11][CH:12]=2)[CH2:7][CH2:6]1.Cl.[OH-].[Na+], predict the reaction product.